Dataset: Reaction yield outcomes from USPTO patents with 853,638 reactions. Task: Predict the reaction yield, written as a fraction of the theoretical maximum amount of product (1.0 means a 100% yield; for example, 0.34 means a 34% yield). The catalyst is CCO. The product is [CH:26]1([C:24]2[NH:23][N:22]=[C:21]([N:20]3[C:3]4[CH:4]=[C:5]([NH:10][C@H:11]([C:13]5[CH:14]=[CH:15][C:16]([F:19])=[CH:17][CH:18]=5)[CH3:12])[C:6]([C:7]#[N:8])=[CH:9][C:2]=4[N:1]=[CH:29]3)[CH:25]=2)[CH2:28][CH2:27]1. The yield is 0.820. The reactants are [NH2:1][C:2]1[C:3]([NH:20][C:21]2[CH:25]=[C:24]([CH:26]3[CH2:28][CH2:27]3)[NH:23][N:22]=2)=[CH:4][C:5]([NH:10][C@H:11]([C:13]2[CH:18]=[CH:17][C:16]([F:19])=[CH:15][CH:14]=2)[CH3:12])=[C:6]([CH:9]=1)[C:7]#[N:8].[C:29](O)(=O)C.C(N)=N.C(=O)(O)[O-].[Na+].CCOC(C)=O.